Dataset: Catalyst prediction with 721,799 reactions and 888 catalyst types from USPTO. Task: Predict which catalyst facilitates the given reaction. (1) Reactant: [O:1]=[C:2]1[C:10]2[C:5](=[CH:6][CH:7]=[CH:8][CH:9]=2)[C:4](=[O:11])[N:3]1[C:12]1([C:15]([O:17]CCCC)=[O:16])[CH2:14][CH2:13]1.C(O)(C(F)(F)F)=O. Product: [O:1]=[C:2]1[C:10]2[C:5](=[CH:6][CH:7]=[CH:8][CH:9]=2)[C:4](=[O:11])[N:3]1[C:12]1([C:15]([OH:17])=[O:16])[CH2:14][CH2:13]1. The catalyst class is: 4. (2) Reactant: CS(C)=O.C(Cl)(=O)C(Cl)=O.[CH2:11]([O:18][C:19]([N:21]1[C@@H:25]([CH2:26][CH2:27][OH:28])[CH2:24][O:23][C:22]1([CH3:30])[CH3:29])=[O:20])[C:12]1[CH:17]=[CH:16][CH:15]=[CH:14][CH:13]=1.C(N(CC)CC)C. Product: [CH2:11]([O:18][C:19]([N:21]1[C@@H:25]([CH2:26][CH:27]=[O:28])[CH2:24][O:23][C:22]1([CH3:30])[CH3:29])=[O:20])[C:12]1[CH:17]=[CH:16][CH:15]=[CH:14][CH:13]=1. The catalyst class is: 4. (3) Reactant: [O:1]1[CH2:5][CH2:4][CH2:3][CH2:2]1.C([Mg]Cl)CCC.CCCCCC.C([Li])CCC.Br[C:24]1[CH:29]=[CH:28][C:27]([CH:30]=C(C)C)=[CH:26][N:25]=1.[Cl-].[NH4+]. Product: [CH3:26][C:27]([CH3:30])=[CH:28][C:29]1[CH:5]=[CH:4][C:3]([CH:2]=[O:1])=[N:25][CH:24]=1. The catalyst class is: 213.